The task is: Predict the reaction yield, written as a fraction of the theoretical maximum amount of product (1.0 means a 100% yield; for example, 0.34 means a 34% yield).. This data is from Reaction yield outcomes from USPTO patents with 853,638 reactions. (1) The reactants are C(O)(C(F)(F)F)=O.[Br:8][C:9]1[CH:27]=[C:26](/[CH:28]=[CH:29]/[CH:30]([C:35]2[CH:40]=[C:39]([Cl:41])[C:38]([Cl:42])=[C:37]([Cl:43])[CH:36]=2)[C:31]([F:34])([F:33])[F:32])[CH:25]=[CH:24][C:10]=1[C:11]([NH:13][CH2:14][CH2:15][NH:16]C(=O)OC(C)(C)C)=[O:12]. The catalyst is C(Cl)Cl. The product is [NH2:16][CH2:15][CH2:14][NH:13][C:11](=[O:12])[C:10]1[CH:24]=[CH:25][C:26](/[CH:28]=[CH:29]/[CH:30]([C:35]2[CH:40]=[C:39]([Cl:41])[C:38]([Cl:42])=[C:37]([Cl:43])[CH:36]=2)[C:31]([F:34])([F:32])[F:33])=[CH:27][C:9]=1[Br:8]. The yield is 0.310. (2) The reactants are [CH3:1][N:2]1[CH:6]=[C:5]([C:7]2[C:11]([CH3:12])=[C:10]([NH:13][C:14](=[O:22])OC3C=CC=CC=3)[N:9]([C:23]3[CH:28]=[CH:27][CH:26]=[CH:25][CH:24]=3)[N:8]=2)[CH:4]=[N:3]1.C1(C2C=CC(COC)=CC=2CN)CC1.[CH:43]1([C:46]2[CH:51]=[CH:50][C:49]([CH2:52][O:53][CH3:54])=[CH:48][C:47]=2[CH:55]([NH2:57])[CH3:56])[CH2:45][CH2:44]1. No catalyst specified. The product is [CH:43]1([C:46]2[CH:51]=[CH:50][C:49]([CH2:52][O:53][CH3:54])=[CH:48][C:47]=2[CH:55]([NH:57][C:14]([NH:13][C:10]2[N:9]([C:23]3[CH:28]=[CH:27][CH:26]=[CH:25][CH:24]=3)[N:8]=[C:7]([C:5]3[CH:4]=[N:3][N:2]([CH3:1])[CH:6]=3)[C:11]=2[CH3:12])=[O:22])[CH3:56])[CH2:44][CH2:45]1. The yield is 0.0200. (3) The reactants are Cl[C:2]1[CH:7]=[C:6]([C:8]([NH:10][C:11]2[S:12][C:13]([N:21]3[CH2:26][CH2:25][O:24][CH2:23][CH2:22]3)=[C:14]([C:16]3[O:17][CH:18]=[CH:19][CH:20]=3)[N:15]=2)=[O:9])[CH:5]=[CH:4][N:3]=1.[CH3:27][N:28]1[CH2:33][CH2:32][NH:31][CH2:30][CH2:29]1.O. The catalyst is CN1C(=O)CCC1. The product is [O:17]1[CH:18]=[CH:19][CH:20]=[C:16]1[C:14]1[N:15]=[C:11]([NH:10][C:8]([C:6]2[CH:5]=[CH:4][N:3]=[C:2]([N:31]3[CH2:32][CH2:33][N:28]([CH3:27])[CH2:29][CH2:30]3)[CH:7]=2)=[O:9])[S:12][C:13]=1[N:21]1[CH2:26][CH2:25][O:24][CH2:23][CH2:22]1. The yield is 0.0500.